From a dataset of hERG potassium channel inhibition data for cardiac toxicity prediction from Karim et al.. Regression/Classification. Given a drug SMILES string, predict its toxicity properties. Task type varies by dataset: regression for continuous values (e.g., LD50, hERG inhibition percentage) or binary classification for toxic/non-toxic outcomes (e.g., AMES mutagenicity, cardiotoxicity, hepatotoxicity). Dataset: herg_karim. (1) The compound is O=C(O)[C@]12C[C@H]1CN(C1CC[C@]3(Cc4ccccc4Cc4ccccc43)C1)C2. The result is 0 (non-blocker). (2) The molecule is COC(=O)c1ccccc1-c1ccc(CN2CCC(COC(=O)c3c4n(c5ccccc35)CCCO4)CC2)cc1.CS(=O)(=O)O. The result is 1 (blocker).